This data is from Full USPTO retrosynthesis dataset with 1.9M reactions from patents (1976-2016). The task is: Predict the reactants needed to synthesize the given product. (1) Given the product [C:1]([C:5]1[CH:6]=[C:7]([C:15]2[S:19][C:18]([C:20]([OH:22])=[O:21])=[N:17][C:16]=2[CH2:25][CH:26]2[CH2:31][CH2:30][CH2:29][CH2:28][CH2:27]2)[CH:8]=[C:9]([C:11]2([CH3:14])[CH2:13][CH2:12]2)[CH:10]=1)([CH3:2])([CH3:3])[CH3:4], predict the reactants needed to synthesize it. The reactants are: [C:1]([C:5]1[CH:6]=[C:7]([C:15]2[S:19][C:18]([C:20]([O:22]CC)=[O:21])=[N:17][C:16]=2[CH2:25][CH:26]2[CH2:31][CH2:30][CH2:29][CH2:28][CH2:27]2)[CH:8]=[C:9]([C:11]2([CH3:14])[CH2:13][CH2:12]2)[CH:10]=1)([CH3:4])([CH3:3])[CH3:2].CO.[OH-].[K+]. (2) Given the product [Cl:33][CH2:34][C:35]([NH:2][C@H:3]1[CH2:8][CH2:7][CH2:6][N:5]([C:9]([C:11]2[S:12][C:13]([C:16]3[C:20]([CH3:21])=[C:19]([C:22]([F:25])([F:24])[F:23])[O:18][N:17]=3)=[CH:14][CH:15]=2)=[O:10])[CH2:4]1)=[O:36], predict the reactants needed to synthesize it. The reactants are: Cl.[NH2:2][C@H:3]1[CH2:8][CH2:7][CH2:6][N:5]([C:9]([C:11]2[S:12][C:13]([C:16]3[C:20]([CH3:21])=[C:19]([C:22]([F:25])([F:24])[F:23])[O:18][N:17]=3)=[CH:14][CH:15]=2)=[O:10])[CH2:4]1.C(N(CC)CC)C.[Cl:33][CH2:34][C:35](Cl)=[O:36]. (3) Given the product [Cl:32][C:27]1[CH:28]=[CH:29][CH:30]=[CH:31][C:26]=1[O:25][CH2:24][CH2:23][NH:22][C:19]1[CH:20]=[CH:21][C:16]([O:15][C:6]2[C:5]3[C:10](=[CH:11][C:12]([O:13][CH3:14])=[C:3]([O:2][CH3:1])[CH:4]=3)[N:9]=[CH:8][CH:7]=2)=[CH:17][CH:18]=1, predict the reactants needed to synthesize it. The reactants are: [CH3:1][O:2][C:3]1[CH:4]=[C:5]2[C:10](=[CH:11][C:12]=1[O:13][CH3:14])[N:9]=[CH:8][CH:7]=[C:6]2[O:15][C:16]1[CH:21]=[CH:20][C:19]([NH:22][C:23](=O)[CH2:24][O:25][C:26]2[CH:31]=[CH:30][CH:29]=[CH:28][C:27]=2[Cl:32])=[CH:18][CH:17]=1.Cl.[OH-].[Na+]. (4) The reactants are: [CH3:1][C:2]1[CH:3]=[C:4]2[C:9](=[CH:10][CH:11]=1)[N:8]=[C:7]([N:12]1[CH2:18][C:17]3[CH:19]=[CH:20][CH:21]=[CH:22][C:16]=3[S:15](=[O:23])[CH2:14][CH2:13]1)[NH:6][C:5]2=O.F[P-](F)(F)(F)(F)F.N1(O[P+](N(C)C)(N(C)C)N(C)C)C2C=CC=CC=2N=N1.N12CCCN=C1CCCCC2.[NH2:63][C@H:64]1[C@H:68]([F:69])[CH2:67][N:66]([C:70]([O:72][CH2:73][C:74]2[CH:79]=[CH:78][CH:77]=[CH:76][CH:75]=2)=[O:71])[CH2:65]1. Given the product [F:69][C@H:68]1[C@H:64]([NH:63][C:5]2[C:4]3[C:9](=[CH:10][CH:11]=[C:2]([CH3:1])[CH:3]=3)[N:8]=[C:7]([N:12]3[CH2:18][C:17]4[CH:19]=[CH:20][CH:21]=[CH:22][C:16]=4[S:15](=[O:23])[CH2:14][CH2:13]3)[N:6]=2)[CH2:65][N:66]([C:70]([O:72][CH2:73][C:74]2[CH:79]=[CH:78][CH:77]=[CH:76][CH:75]=2)=[O:71])[CH2:67]1, predict the reactants needed to synthesize it. (5) Given the product [Cl:1][C:2]1[CH:7]=[CH:6][N:5]=[C:4]([C:8]2[CH:13]=[CH:12][N:11]=[C:10]([NH:14][C:15]3[CH:16]=[C:17]4[C:21](=[CH:22][CH:23]=3)[CH2:20][O:57][CH2:56]4)[N:9]=2)[CH:3]=1, predict the reactants needed to synthesize it. The reactants are: [Cl:1][C:2]1[CH:7]=[CH:6][N:5]=[C:4]([C:8]2[CH:13]=[CH:12][N:11]=[C:10]([NH:14][C:15]3[CH:16]=[C:17]4[C:21](=[CH:22][CH:23]=3)[CH2:20]N(CCN3CCN(C)C3=O)C4)[N:9]=2)[CH:3]=1.ClC1C=CN=C(C2C=CN=C(NC3C=C4C(=CC=3)CC([C:56](N3CCN(C)CC3)=[O:57])C4)N=2)C=1.CN(C)C(C1NC2C(C=1)=CC(NC1N=C(C3C=C(Cl)C=CN=3)C=CN=1)=CC=2C)=O.ClC1C=CN=C(C2C=CN=C(NC3C=C4C(C=C(C(O)=O)N4)=CC=3)N=2)C=1.ClC1C=CN=C(C2C=CN=C(NC3C=C4C(C=C(C(O)=O)N4C)=CC=3)N=2)C=1.ClC1C=CN=C(C2C=CN=C(NC3C=C4C(=CC=3)N(C)C(C(O)=O)=C4)N=2)C=1.CN(C)C(C1NC2C(C=1)=CC(NC1N=C(C3C=C(Cl)C=CN=3)C=CN=1)=CC=2Cl)=O.ClC1C=CN=C(C2C=CN=C(NC3C=C4C(=CC=3)NC(C(O)=O)=C4)N=2)C=1. (6) The reactants are: [CH3:1][CH:2]1[CH2:6][CH2:5][CH2:4][N:3]1[C:7]1[N:12]=[C:11]([NH:13][C:14]2[C:15]3[N:16]([CH:27]=[CH:28][N:29]=3)[N:17]=[C:18]([C:20]3[CH:25]=[CH:24][C:23]([OH:26])=[CH:22][CH:21]=3)[CH:19]=2)[CH:10]=[CH:9][CH:8]=1.C([O-])([O-])=O.[K+].[K+].CS([O:40][CH2:41][CH2:42][N:43]1[CH2:48][CH2:47]C[CH2:45][CH2:44]1)(=O)=O.O. Given the product [CH3:1][CH:2]1[CH2:6][CH2:5][CH2:4][N:3]1[C:7]1[N:12]=[C:11]([NH:13][C:14]2[C:15]3[N:16]([CH:27]=[CH:28][N:29]=3)[N:17]=[C:18]([C:20]3[CH:25]=[CH:24][C:23]([O:26][CH2:45][CH2:44][N:43]4[CH2:42][CH2:41][O:40][CH2:47][CH2:48]4)=[CH:22][CH:21]=3)[CH:19]=2)[CH:10]=[CH:9][CH:8]=1, predict the reactants needed to synthesize it. (7) The reactants are: [OH:1][C:2]1[CH:3]=[C:4]([CH2:8][CH2:9][CH2:10][NH:11][C:12]2[N:17]=[C:16]([CH3:18])[C:15]([C:19]([NH:21][C@@H:22]([CH2:26][NH:27][C:28]([C:30]3[S:31][CH:32]=[CH:33][CH:34]=3)=[O:29])[C:23]([OH:25])=[O:24])=[O:20])=[C:14]([CH3:35])[N:13]=2)[CH:5]=[CH:6][CH:7]=1.S(Cl)(Cl)=O.[CH3:40][CH2:41][CH:42](O)[CH2:43][CH3:44]. Given the product [CH2:41]([CH:42]([O:24][C:23](=[O:25])[C@@H:22]([NH:21][C:19]([C:15]1[C:16]([CH3:18])=[N:17][C:12]([NH:11][CH2:10][CH2:9][CH2:8][C:4]2[CH:5]=[CH:6][CH:7]=[C:2]([OH:1])[CH:3]=2)=[N:13][C:14]=1[CH3:35])=[O:20])[CH2:26][NH:27][C:28]([C:30]1[S:31][CH:32]=[CH:33][CH:34]=1)=[O:29])[CH2:43][CH3:44])[CH3:40], predict the reactants needed to synthesize it. (8) Given the product [Cl:1][C:2]1[N:6]2[C:7]3[CH:36]=[CH:35][C:34]([Cl:37])=[CH:33][C:8]=3[C@@H:9]([C:23]3[CH:28]=[CH:27][CH:26]=[C:25]([O:29][CH3:30])[C:24]=3[O:31][CH3:32])[O:10][C@H:11]([CH2:12][CH2:13][N:14]3[C:18]([CH2:19][C:20]([OH:22])=[O:21])=[N:17][N:16]=[N:15]3)[C:5]2=[N:4][C:3]=1[Cl:38], predict the reactants needed to synthesize it. The reactants are: [Cl:1][C:2]1[N:6]2[C:7]3[CH:36]=[CH:35][C:34]([Cl:37])=[CH:33][C:8]=3[C@@H:9]([C:23]3[CH:28]=[CH:27][CH:26]=[C:25]([O:29][CH3:30])[C:24]=3[O:31][CH3:32])[O:10][C@H:11]([CH2:12][CH2:13][N:14]3[C:18]([CH2:19][C:20]([O-:22])=[O:21])=[N:17][N:16]=[N:15]3)[C:5]2=[N:4][C:3]=1[Cl:38].C(=O)([O-])[O-].[K+].[K+].Cl. (9) Given the product [N+:1]([C:4]1[CH:10]=[CH:9][C:7]([NH:8][CH:13]([C:18](=[O:20])[CH3:19])[C:14]([O:16][CH3:17])=[O:15])=[CH:6][CH:5]=1)([O-:3])=[O:2], predict the reactants needed to synthesize it. The reactants are: [N+:1]([C:4]1[CH:10]=[CH:9][C:7]([NH2:8])=[CH:6][CH:5]=1)([O-:3])=[O:2].[N+](=[C:13]([C:18](=[O:20])[CH3:19])[C:14]([O:16][CH3:17])=[O:15])=[N-]. (10) Given the product [CH3:32][O:31][C:26]1[CH:27]=[CH:28][CH:29]=[CH:30][C:25]=1[C:23]1[N:22]=[CH:21][N:20]=[C:19]([NH:18][C:17]([C@H:13]2[CH2:14][CH2:15][CH2:16][NH:11][CH2:12]2)=[O:33])[CH:24]=1, predict the reactants needed to synthesize it. The reactants are: C(OC([N:11]1[CH2:16][CH2:15][CH2:14][C@H:13]([C:17](=[O:33])[NH:18][C:19]2[CH:24]=[C:23]([C:25]3[CH:30]=[CH:29][CH:28]=[CH:27][C:26]=3[O:31][CH3:32])[N:22]=[CH:21][N:20]=2)[CH2:12]1)=O)C1C=CC=CC=1.